Dataset: Forward reaction prediction with 1.9M reactions from USPTO patents (1976-2016). Task: Predict the product of the given reaction. (1) Given the reactants [C:1]1([NH:7][CH2:8][C:9]2[C:18]3[C:13](=[CH:14][CH:15]=[CH:16][CH:17]=3)[NH:12][C:11](=[O:19])[CH:10]=2)[CH:6]=[CH:5][CH:4]=[CH:3][CH:2]=1.[Br:20][C:21]1[S:22][C:23]([C:27](O)=[O:28])=[C:24]([CH3:26])[N:25]=1, predict the reaction product. The product is: [Br:20][C:21]1[S:22][C:23]([C:27]([N:7]([CH2:8][C:9]2[C:18]3[C:13](=[CH:14][CH:15]=[CH:16][CH:17]=3)[NH:12][C:11](=[O:19])[CH:10]=2)[C:1]2[CH:2]=[CH:3][CH:4]=[CH:5][CH:6]=2)=[O:28])=[C:24]([CH3:26])[N:25]=1. (2) Given the reactants [CH2:1]([C:5]1[CH:6]=[N:7][CH:8]=[C:9]2[C:14]=1[N:13]=[C:12]([C:15]([OH:17])=O)[CH:11]=[CH:10]2)[CH:2]([CH3:4])[CH3:3].C(N1C=CN=C1)([N:20]1C=CN=C1)=O.[OH-].[NH4+], predict the reaction product. The product is: [CH2:1]([C:5]1[CH:6]=[N:7][CH:8]=[C:9]2[C:14]=1[N:13]=[C:12]([C:15]([NH2:20])=[O:17])[CH:11]=[CH:10]2)[CH:2]([CH3:3])[CH3:4]. (3) Given the reactants [O:1]1[C:5]2[C:6]([C:10]([OH:12])=O)=[CH:7][CH:8]=[CH:9][C:4]=2[CH2:3][CH2:2]1.C(Cl)(=O)C(Cl)=O.[CH2:19]([O:21][C:22]([C:24]1([NH2:33])[CH2:32][C:31]2[C:26](=[CH:27][CH:28]=[CH:29][CH:30]=2)[CH2:25]1)=[O:23])[CH3:20].CCN(C(C)C)C(C)C, predict the reaction product. The product is: [CH2:19]([O:21][C:22]([C:24]1([NH:33][C:10]([C:6]2[C:5]3[O:1][CH2:2][CH2:3][C:4]=3[CH:9]=[CH:8][CH:7]=2)=[O:12])[CH2:32][C:31]2[C:26](=[CH:27][CH:28]=[CH:29][CH:30]=2)[CH2:25]1)=[O:23])[CH3:20]. (4) Given the reactants [CH2:1]([O:3][C:4](=[O:36])[CH:5]([O:31][CH2:32][CH2:33][CH:34]=[CH2:35])[CH:6]([C:8]1[CH:13]=[C:12]([CH3:14])[C:11]([O:15][CH2:16][CH2:17][C:18]2[N:19]=[C:20]([C:24]3[CH:29]=[CH:28][CH:27]=[CH:26][CH:25]=3)[O:21][C:22]=2[CH3:23])=[C:10]([CH3:30])[CH:9]=1)[OH:7])[CH3:2].C(N(CC)CC)C.[CH3:44][S:45](Cl)(=[O:47])=[O:46], predict the reaction product. The product is: [CH2:1]([O:3][C:4](=[O:36])[CH:5]([O:31][CH2:32][CH2:33][CH:34]=[CH2:35])[CH:6]([C:8]1[CH:13]=[C:12]([CH3:14])[C:11]([O:15][CH2:16][CH2:17][C:18]2[N:19]=[C:20]([C:24]3[CH:25]=[CH:26][CH:27]=[CH:28][CH:29]=3)[O:21][C:22]=2[CH3:23])=[C:10]([CH3:30])[CH:9]=1)[O:7][S:45]([CH3:44])(=[O:47])=[O:46])[CH3:2]. (5) The product is: [I:38][C:2]1[CH:28]=[CH:27][CH:26]=[CH:25][C:3]=1[C:4]([C:6]1[C:15](=[O:16])[C:14]2[C:9](=[CH:10][CH:11]=[CH:12][CH:13]=2)[N:8]([CH2:17][C:18]2[CH:23]=[CH:22][CH:21]=[C:20]([CH3:24])[N:19]=2)[CH:7]=1)=[O:5]. Given the reactants Br[C:2]1[CH:28]=[CH:27][CH:26]=[CH:25][C:3]=1[C:4]([C:6]1[C:15](=[O:16])[C:14]2[C:9](=[CH:10][CH:11]=[CH:12][CH:13]=2)[N:8]([CH2:17][C:18]2[CH:23]=[CH:22][CH:21]=[C:20]([CH3:24])[N:19]=2)[CH:7]=1)=[O:5].O[C@H]1CCCC[C@@H]1NC.[I-:38].[Na+], predict the reaction product. (6) Given the reactants [NH2:1][C:2]1[N:7]=[CH:6][N:5]=[C:4]2[N:8]([CH:12]3[CH2:17][CH2:16][CH2:15][N:14]([C:18]([O:20][C:21]([CH3:24])([CH3:23])[CH3:22])=[O:19])[CH2:13]3)[N:9]=[C:10](I)[C:3]=12.[O:25]([C:32]1[CH:37]=[CH:36][C:35](B(O)O)=[CH:34][CH:33]=1)[C:26]1[CH:31]=[CH:30][CH:29]=[CH:28][CH:27]=1.C(=O)([O-])[O-].[Na+].[Na+], predict the reaction product. The product is: [NH2:1][C:2]1[N:7]=[CH:6][N:5]=[C:4]2[N:8]([CH:12]3[CH2:17][CH2:16][CH2:15][N:14]([C:18]([O:20][C:21]([CH3:24])([CH3:23])[CH3:22])=[O:19])[CH2:13]3)[N:9]=[C:10]([C:35]3[CH:36]=[CH:37][C:32]([O:25][C:26]4[CH:31]=[CH:30][CH:29]=[CH:28][CH:27]=4)=[CH:33][CH:34]=3)[C:3]=12.